From a dataset of Full USPTO retrosynthesis dataset with 1.9M reactions from patents (1976-2016). Predict the reactants needed to synthesize the given product. Given the product [CH2:16]([CH:15]([NH:14][CH2:27][C:23]1[CH:22]=[C:21]([C:18]2[CH:19]=[C:20]3[C:15](=[C:16]([C:29]([NH2:31])=[O:30])[CH:17]=2)[NH:14][CH:13]=[C:12]3[CH:9]2[CH2:8][CH2:7][N:6]([S:3]([CH2:1][CH3:2])(=[O:4])=[O:5])[CH2:11][CH2:10]2)[CH:26]=[CH:25][CH:24]=1)[CH2:20][CH3:19])[CH3:17], predict the reactants needed to synthesize it. The reactants are: [CH2:1]([S:3]([N:6]1[CH2:11][CH2:10][CH:9]([C:12]2[C:20]3[C:15](=[C:16]([C:29]([NH2:31])=[O:30])[CH:17]=[C:18]([C:21]4[CH:26]=[CH:25][CH:24]=[C:23]([CH:27]=O)[CH:22]=4)[CH:19]=3)[NH:14][CH:13]=2)[CH2:8][CH2:7]1)(=[O:5])=[O:4])[CH3:2].[BH4-].[Na+].